Dataset: Catalyst prediction with 721,799 reactions and 888 catalyst types from USPTO. Task: Predict which catalyst facilitates the given reaction. (1) Reactant: [CH3:1][O:2][C:3]([C@@H:5]1[C@H:9]([CH3:10])[NH:8][C@H:7]([C:11]([O:13]C(C)(C)C)=[O:12])[CH2:6]1)=[O:4].C(N(CC)CC)C.[C:25]([O:29][C:30](O[C:30]([O:29][C:25]([CH3:28])([CH3:27])[CH3:26])=[O:31])=[O:31])([CH3:28])([CH3:27])[CH3:26]. Product: [CH3:1][O:2][C:3]([C@@H:5]1[C@H:9]([CH3:10])[N:8]([C:30]([O:29][C:25]([CH3:28])([CH3:27])[CH3:26])=[O:31])[C@H:7]([C:11]([OH:13])=[O:12])[CH2:6]1)=[O:4]. The catalyst class is: 137. (2) Reactant: [CH2:1]([N:8]1[C:16]2[C:15](=[O:17])[NH:14][C:13](=[O:18])[NH:12][C:11]=2[N:10]=[CH:9]1)[C:2]1[CH:7]=[CH:6][CH:5]=[CH:4][CH:3]=1.C(=O)([O-])[O-].[Na+].[Na+].I[CH2:26][CH2:27][CH2:28][CH2:29][CH3:30]. Product: [CH2:1]([N:8]1[C:16]2[C:15](=[O:17])[NH:14][C:13](=[O:18])[N:12]([CH2:26][CH2:27][CH2:28][CH2:29][CH3:30])[C:11]=2[N:10]=[CH:9]1)[C:2]1[CH:7]=[CH:6][CH:5]=[CH:4][CH:3]=1. The catalyst class is: 303.